This data is from Reaction yield outcomes from USPTO patents with 853,638 reactions. The task is: Predict the reaction yield, written as a fraction of the theoretical maximum amount of product (1.0 means a 100% yield; for example, 0.34 means a 34% yield). The reactants are O.[OH-].[Li+].O.[F:5][C:6]1[CH:15]=[CH:14][C:13]([O:16][CH2:17][CH2:18][CH3:19])=[C:12]2[C:7]=1[C:8](=[O:37])[C:9]([C:29]1[CH:34]=[CH:33][C:32]([O:35][CH3:36])=[CH:31][CH:30]=1)=[CH:10][N:11]2[CH2:20][CH2:21][S:22][CH2:23][CH2:24][C:25]([O:27]C)=[O:26]. The catalyst is C(#N)C. The product is [F:5][C:6]1[CH:15]=[CH:14][C:13]([O:16][CH2:17][CH2:18][CH3:19])=[C:12]2[C:7]=1[C:8](=[O:37])[C:9]([C:29]1[CH:30]=[CH:31][C:32]([O:35][CH3:36])=[CH:33][CH:34]=1)=[CH:10][N:11]2[CH2:20][CH2:21][S:22][CH2:23][CH2:24][C:25]([OH:27])=[O:26]. The yield is 0.820.